Dataset: Reaction yield outcomes from USPTO patents with 853,638 reactions. Task: Predict the reaction yield, written as a fraction of the theoretical maximum amount of product (1.0 means a 100% yield; for example, 0.34 means a 34% yield). (1) The reactants are [OH:1][CH2:2][C@@H:3]1[CH2:8][N:7]([C:9]2[CH:10]=[CH:11][C:12]3[O:13][CH2:14][C:15](=[O:19])[NH:16][C:17]=3[N:18]=2)[C@H:6]([C:20]2[CH:25]=[CH:24][CH:23]=[CH:22][CH:21]=2)[CH2:5][O:4]1.ClC(Cl)C.C(N(CC)CC)C.[CH3:37][S:38](O[S:38]([CH3:37])(=[O:40])=[O:39])(=[O:40])=[O:39]. No catalyst specified. The product is [CH3:37][S:38]([O:1][CH2:2][C@H:3]1[O:4][CH2:5][C@@H:6]([C:20]2[CH:21]=[CH:22][CH:23]=[CH:24][CH:25]=2)[N:7]([C:9]2[CH:10]=[CH:11][C:12]3[O:13][CH2:14][C:15](=[O:19])[NH:16][C:17]=3[N:18]=2)[CH2:8]1)(=[O:40])=[O:39]. The yield is 0.500. (2) The reactants are [NH2:1][C:2]1[CH:7]=[CH:6][N:5]=[CH:4][CH:3]=1.[C:8](Cl)(=[O:17])[C:9]1[CH:14]=[CH:13][C:12]([O:15][CH3:16])=[CH:11][CH:10]=1.C(N(CC)CC)C. The catalyst is ClCCl. The product is [CH3:16][O:15][C:12]1[CH:13]=[CH:14][C:9]([C:8]([NH:1][C:2]2[CH:7]=[CH:6][N:5]=[CH:4][CH:3]=2)=[O:17])=[CH:10][CH:11]=1. The yield is 0.810. (3) The reactants are [Cl:1][C:2]1[CH:3]=[C:4]2[C:8](=[CH:9][CH:10]=1)[NH:7][CH:6]=[CH:5]2.P(Cl)(Cl)(Cl)=O.CN([CH:19]=[O:20])C. No catalyst specified. The product is [Cl:1][C:2]1[CH:3]=[C:4]2[C:8](=[CH:9][CH:10]=1)[NH:7][CH:6]=[C:5]2[CH:19]=[O:20]. The yield is 0.990. (4) The product is [C:1]([O:5][C:6]([N:8]1[CH2:12][CH2:11][C:10]([NH:14][C:21]([O:22][CH2:23][C:24]2[CH:29]=[CH:28][CH:27]=[CH:26][CH:25]=2)=[O:30])([CH3:13])[CH2:9]1)=[O:7])([CH3:4])([CH3:2])[CH3:3]. The catalyst is C1COCC1.O. The yield is 0.700. The reactants are [C:1]([O:5][C:6]([N:8]1[CH2:12][CH2:11][C:10]([NH2:14])([CH3:13])[CH2:9]1)=[O:7])([CH3:4])([CH3:3])[CH3:2].C(=O)([O-])[O-].[K+].[K+].[C:21](Cl)(=[O:30])[O:22][CH2:23][C:24]1[CH:29]=[CH:28][CH:27]=[CH:26][CH:25]=1. (5) The reactants are [Li][CH2:2]CCC.C(NC(C)C)(C)C.[CH3:13][CH:14]([CH3:19])[C:15]([O:17][CH3:18])=[O:16].[N+:20]([CH:23](Br)[C:24]1C=CC=CC=1)([O-:22])=[O:21].[CH2:31]1[CH2:35]O[CH2:33][CH2:32]1. The catalyst is O.CCOC(C)=O.C(Cl)Cl. The product is [CH3:13][C:14]([CH3:2])([CH2:19][C:31]1[CH:35]=[CH:24][C:23]([N+:20]([O-:22])=[O:21])=[CH:33][CH:32]=1)[C:15]([O:17][CH3:18])=[O:16]. The yield is 0.640. (6) The catalyst is O1CCOCC1. The product is [Cl:1][C:2]1[CH:10]=[CH:9][C:5]2[C:6](=[O:8])[O:7][C:15](=[O:17])[N:11]([CH2:12][CH3:13])[C:4]=2[N:3]=1. The reactants are [Cl:1][C:2]1[CH:10]=[CH:9][C:5]([C:6]([OH:8])=[O:7])=[C:4]([NH:11][CH2:12][CH3:13])[N:3]=1.Cl[C:15](Cl)([O:17]C(=O)OC(Cl)(Cl)Cl)Cl. The yield is 0.752. (7) The reactants are [F:1][C:2]1[CH:3]=[CH:4][C:5]([C:8]([NH2:10])=O)=[N:6][CH:7]=1.COC1C=CC(P2(SP(C3C=CC(OC)=CC=3)(=S)S2)=[S:20])=CC=1. The catalyst is ClCCCl. The product is [F:1][C:2]1[CH:3]=[CH:4][C:5]([C:8](=[S:20])[NH2:10])=[N:6][CH:7]=1. The yield is 0.800. (8) The reactants are [F:1][C:2]1[CH:18]=[CH:17][C:16]([C:19]([F:22])([F:21])[F:20])=[CH:15][C:3]=1[C:4]([NH:6][C:7]1[CH:12]=[CH:11][N:10]=[C:9]([O:13]C)[CH:8]=1)=[O:5].[Si](I)(C)(C)C. The catalyst is C(#N)C. The product is [F:1][C:2]1[CH:18]=[CH:17][C:16]([C:19]([F:22])([F:20])[F:21])=[CH:15][C:3]=1[C:4]([NH:6][C:7]1[CH:12]=[CH:11][NH:10][C:9](=[O:13])[CH:8]=1)=[O:5]. The yield is 0.890. (9) The reactants are [NH2:1][C:2]1[N:7]([C:8]2[CH:13]=[CH:12][C:11]([OH:14])=[CH:10][CH:9]=2)[C:6](=[O:15])[CH:5]=[CH:4][C:3]=1[C:16](=[O:24])[C:17]1[CH:22]=[CH:21][C:20]([F:23])=[CH:19][CH:18]=1.Br[CH2:26][C:27]([NH:29][C@H:30]([C:35]([O:37][CH:38]1[CH2:42][CH2:41][CH2:40][CH2:39]1)=[O:36])[CH2:31][CH:32]([CH3:34])[CH3:33])=[O:28].C(=O)([O-])[O-].[K+].[K+].O. The catalyst is CN(C=O)C. The product is [NH2:1][C:2]1[N:7]([C:8]2[CH:9]=[CH:10][C:11]([O:14][CH2:26][C:27]([NH:29][C@H:30]([C:35]([O:37][CH:38]3[CH2:42][CH2:41][CH2:40][CH2:39]3)=[O:36])[CH2:31][CH:32]([CH3:34])[CH3:33])=[O:28])=[CH:12][CH:13]=2)[C:6](=[O:15])[CH:5]=[CH:4][C:3]=1[C:16](=[O:24])[C:17]1[CH:18]=[CH:19][C:20]([F:23])=[CH:21][CH:22]=1. The yield is 0.520.